This data is from CYP2C9 inhibition data for predicting drug metabolism from PubChem BioAssay. The task is: Regression/Classification. Given a drug SMILES string, predict its absorption, distribution, metabolism, or excretion properties. Task type varies by dataset: regression for continuous measurements (e.g., permeability, clearance, half-life) or binary classification for categorical outcomes (e.g., BBB penetration, CYP inhibition). Dataset: cyp2c9_veith. (1) The result is 1 (inhibitor). The drug is c1ccc(SC(Sc2ccccc2)c2ccc3c(c2)OCO3)cc1. (2) The compound is Cc1nn(Cc2ccc(Cl)cc2)c(C)c1NC(=O)CSc1nc2c(c(C(F)(F)F)n1)CCc1ccccc1-2. The result is 1 (inhibitor). (3) The drug is Cc1ccc(C(=O)Nc2ccc(S(=O)(=O)[O-])c3cc(S(=O)(=O)[O-])cc(S(=O)(=O)[O-])c23)cc1NC(=O)c1cccc(NC(=O)Nc2cccc(C(=O)Nc3cc(C(=O)Nc4ccc(S(=O)(=O)[O-])c5cc(S(=O)(=O)[O-])cc(S(=O)(=O)[O-])c45)ccc3C)c2)c1. The result is 0 (non-inhibitor).